This data is from Reaction yield outcomes from USPTO patents with 853,638 reactions. The task is: Predict the reaction yield, written as a fraction of the theoretical maximum amount of product (1.0 means a 100% yield; for example, 0.34 means a 34% yield). (1) The reactants are CC(C[AlH]CC(C)C)C.[N:10]1[CH:15]=[CH:14][CH:13]=[N:12][C:11]=1[C:16]1[CH:21]=[CH:20][C:19](/[CH:22]=[CH:23]/[CH:24]=[O:25])=[CH:18][CH:17]=1.CO.C(O)(=O)CC(CC(O)=O)(C(O)=O)O. The catalyst is ClCCl. The product is [N:10]1[CH:15]=[CH:14][CH:13]=[N:12][C:11]=1[C:16]1[CH:21]=[CH:20][C:19](/[CH:22]=[CH:23]/[CH2:24][OH:25])=[CH:18][CH:17]=1. The yield is 0.820. (2) The reactants are [Si]([O:8][CH:9]([C:22]1[O:23][C:24]([C:27]2[CH:32]=[CH:31][CH:30]=[C:29]([N+:33]([O-:35])=[O:34])[CH:28]=2)=[CH:25][N:26]=1)[CH2:10][CH2:11][CH2:12][CH2:13][CH2:14][CH2:15][C:16]1[CH:21]=[CH:20][CH:19]=[CH:18][CH:17]=1)(C(C)(C)C)(C)C.[Si](OC(C1OC([Sn](CCCC)(CCCC)CCCC)=CN=1)CCCCCCC1C=CC=CC=1)(C(C)(C)C)(C)C.IC1C=CC=C([N+]([O-])=O)C=1. No catalyst specified. The product is [N+:33]([C:29]1[CH:28]=[C:27]([C:24]2[O:23][C:22]([C:9](=[O:8])[CH2:10][CH2:11][CH2:12][CH2:13][CH2:14][CH2:15][C:16]3[CH:17]=[CH:18][CH:19]=[CH:20][CH:21]=3)=[N:26][CH:25]=2)[CH:32]=[CH:31][CH:30]=1)([O-:35])=[O:34]. The yield is 0.900. (3) The reactants are [OH:1][N:2]1[C:10](=[O:11])[C:9]2[C:4](=[CH:5][CH:6]=[CH:7][CH:8]=2)[C:3]1=[O:12].Cl.Cl[CH2:15][C:16]1[N:17]=[C:18]([NH2:21])[S:19][CH:20]=1.C(=O)([O-])[O-].[Cs+].[Cs+].[I-].[K+]. The catalyst is C(#N)C.O. The product is [NH2:21][C:18]1[S:19][CH:20]=[C:16]([CH2:15][O:1][N:2]2[C:10](=[O:11])[C:9]3[C:4](=[CH:5][CH:6]=[CH:7][CH:8]=3)[C:3]2=[O:12])[N:17]=1. The yield is 0.430. (4) The reactants are C1(Cl)C(=O)C(Cl)=C(Cl)C(=O)C=1Cl.[CH2:13]([C:16]1[C:37]2[CH2:36][C:35]3[C:22](=[C:23]([CH2:53][CH2:54][CH3:55])[C:24]4[C:33]([C:34]=3[CH2:38][CH2:39][CH3:40])=[CH:32][C:31]3[C:26](=[C:27]([CH2:50][CH2:51][CH3:52])[C:28]([CH2:47][CH2:48][CH3:49])=[C:29]([CH2:44][CH2:45][CH3:46])[C:30]=3[CH2:41][CH2:42][CH3:43])[CH:25]=4)[CH2:21][C:20]=2[C:19]([CH2:56][CH2:57][CH3:58])=[C:18]([C:59]([O:61][CH3:62])=[O:60])[C:17]=1[C:63]([O:65][CH3:66])=[O:64])[CH2:14][CH3:15]. The catalyst is C1C=CC=CC=1. The product is [CH2:13]([C:16]1[C:37]2[C:20](=[CH:21][C:22]3[C:35]([CH:36]=2)=[C:34]([CH2:38][CH2:39][CH3:40])[C:33]2[C:24](=[CH:25][C:26]4[C:31]([CH:32]=2)=[C:30]([CH2:41][CH2:42][CH3:43])[C:29]([CH2:44][CH2:45][CH3:46])=[C:28]([CH2:47][CH2:48][CH3:49])[C:27]=4[CH2:50][CH2:51][CH3:52])[C:23]=3[CH2:53][CH2:54][CH3:55])[C:19]([CH2:56][CH2:57][CH3:58])=[C:18]([C:59]([O:61][CH3:62])=[O:60])[C:17]=1[C:63]([O:65][CH3:66])=[O:64])[CH2:14][CH3:15]. The yield is 0.330. (5) The reactants are [Cl:1][C:2]1[CH:7]=[CH:6][N:5]=[C:4]2[N:8]([Si:13]([CH:20]([CH3:22])[CH3:21])([CH:17]([CH3:19])[CH3:18])[CH:14]([CH3:16])[CH3:15])[CH:9]=[C:10]([CH2:11][CH3:12])[C:3]=12.[Li]C(CC)C.CN([CH:31]=[O:32])C.Cl.C([O-])(O)=O.[Na+]. The catalyst is C1COCC1.CCOC(C)=O. The product is [Cl:1][C:2]1[C:7]([CH:31]=[O:32])=[CH:6][N:5]=[C:4]2[N:8]([Si:13]([CH:14]([CH3:15])[CH3:16])([CH:20]([CH3:21])[CH3:22])[CH:17]([CH3:19])[CH3:18])[CH:9]=[C:10]([CH2:11][CH3:12])[C:3]=12. The yield is 0.910.